From a dataset of Experimentally validated miRNA-target interactions with 360,000+ pairs, plus equal number of negative samples. Binary Classification. Given a miRNA mature sequence and a target amino acid sequence, predict their likelihood of interaction. (1) The miRNA is hsa-miR-3202 with sequence UGGAAGGGAGAAGAGCUUUAAU. The protein sequence of the target gene is MDLCHPEPAELSSGETEELQRIKWHRKQLLEDIQKLKDEIADVFAQIDCFESAEESRMAQKEKELCIGRKKFNMDPAKGIQYFIEHKLLTPDVQDIARFLYKGEGLNKTAIGTYLGERDPINLQVLQAFVDCHEFANLNLVQALRQFLWSFRLPGEAQKIDRMMEAFATRYCLCNPGVFQSTDTCYVLSFSIIMLNTSLHNPNVRDRPPFERFVSMNRGINNGSDLPEDQLRNLFDSIKSEPFSIPEDDGNDLTHTFFNPDREGWLLKLGGRVKTWKRRWFILTDNCLYYFEFTTDKEPR.... Result: 0 (no interaction). (2) The miRNA is hsa-miR-4510 with sequence UGAGGGAGUAGGAUGUAUGGUU. The protein sequence of the target gene is MASLLKVDQEVKLKVDSFRERITSEAEDLVANFFPKKLLELDSFLKEPILNIHDLTQIHSDMNLPVPDPILLTNSHDGLDGPTYKKRRLDECEEAFQGTKVFVMPNGMLKSNQQLVDIIEKVKPEIRLLIEKCNTVKMWVQLLIPRIEDGNNFGVSIQEETVAELRTVESEAASYLDQISRYYITRAKLVSKIAKYPHVEDYRRTVTEIDEKEYISLRLIISELRNQYVTLHDMILKNIEKIKRPRSSNAETLY. Result: 1 (interaction).